This data is from Catalyst prediction with 721,799 reactions and 888 catalyst types from USPTO. The task is: Predict which catalyst facilitates the given reaction. Product: [Br:1][C:2]1[CH:3]=[C:4]2[C:9](=[CH:10][CH:11]=1)[C:8](=[O:12])[NH:7][C:6](=[O:13])/[C:5]/2=[CH:14]\[NH:26][C:22]1[CH:21]=[C:20]2[C:25](=[CH:24][CH:23]=1)[NH:17][CH2:18][CH2:19]2. Reactant: [Br:1][C:2]1[CH:3]=[C:4]2[C:9](=[CH:10][CH:11]=1)[C:8](=[O:12])[NH:7][C:6](=[O:13])[C:5]2=[CH:14]OC.[NH:17]1[C:25]2[C:20](=[CH:21][C:22]([NH2:26])=[CH:23][CH:24]=2)[CH2:19][CH2:18]1.CCN(CC)CC. The catalyst class is: 9.